Dataset: Forward reaction prediction with 1.9M reactions from USPTO patents (1976-2016). Task: Predict the product of the given reaction. (1) Given the reactants [CH3:1][O:2][CH2:3][C:4]1([NH:17][C:18]2[CH:23]=[CH:22][CH:21]=[CH:20][CH:19]=2)[CH2:9][CH2:8][N:7]([CH2:10][CH2:11][C:12]2[S:13][CH:14]=[CH:15][CH:16]=2)[CH2:6][CH2:5]1.[C:24]([Cl:28])(=[O:27])[CH2:25][CH3:26].C(N(CC)CC)C.[OH-].[NH4+].N#N.[ClH:40], predict the reaction product. The product is: [ClH:28].[CH3:1][O:2][CH2:3][C:4]1([N:17]([C:18]2[CH:23]=[CH:22][CH:21]=[CH:20][CH:19]=2)[C:24](=[O:27])[CH2:25][CH3:26])[CH2:9][CH2:8][N:7]([CH2:10][CH2:11][C:12]2[S:13][CH:14]=[CH:15][CH:16]=2)[CH2:6][CH2:5]1.[CH3:26][CH2:25][C:24]([N:17]([C:4]1([CH2:3][O:2][CH3:1])[CH2:9][CH2:8][N:7]([CH2:10][CH2:11][C:12]2[S:13][CH:14]=[CH:15][CH:16]=2)[CH2:6][CH2:5]1)[C:18]1[CH:23]=[CH:22][CH:21]=[CH:20][CH:19]=1)=[O:27].[ClH:40]. (2) Given the reactants [C:1]([C:3]1[CH:8]=[CH:7][C:6]([CH2:9][CH:10]([NH:12][C:13](=[O:15])[CH3:14])[CH3:11])=[CH:5][CH:4]=1)#[CH:2].[Cl:16][C:17]1[N:22]=[CH:21][C:20](I)=[CH:19][N:18]=1.CCN(C(C)C)C(C)C, predict the reaction product. The product is: [Cl:16][C:17]1[N:22]=[CH:21][C:20]([C:2]#[C:1][C:3]2[CH:8]=[CH:7][C:6]([CH2:9][CH:10]([NH:12][C:13](=[O:15])[CH3:14])[CH3:11])=[CH:5][CH:4]=2)=[CH:19][N:18]=1. (3) Given the reactants [OH:1][C:2]1[C:7]([C:8]([OH:10])=O)=[CH:6][N:5]=[C:4]([C:11]2[CH:16]=[CH:15][CH:14]=[CH:13][N:12]=2)[N:3]=1.CN(C(ON1N=NC2C=CC=NC1=2)=[N+](C)C)C.F[P-](F)(F)(F)(F)F.CCN(CC)CC.[CH3:48][P:49]([C:54]1[CH:59]=[CH:58][C:57]([CH:60]([NH2:67])[C:61]2[CH:66]=[CH:65][CH:64]=[CH:63][CH:62]=2)=[CH:56][CH:55]=1)(=[O:53])[O:50][CH2:51][CH3:52], predict the reaction product. The product is: [OH:1][C:2]1[C:7]([C:8]([NH:67][CH:60]([C:61]2[CH:62]=[CH:63][CH:64]=[CH:65][CH:66]=2)[C:57]2[CH:56]=[CH:55][C:54]([P:49]([CH3:48])(=[O:53])[O:50][CH2:51][CH3:52])=[CH:59][CH:58]=2)=[O:10])=[CH:6][N:5]=[C:4]([C:11]2[CH:16]=[CH:15][CH:14]=[CH:13][N:12]=2)[N:3]=1. (4) Given the reactants [Si:1]([O:8][C@H:9]1[C@H:13]2[O:14][CH2:15][C@@H:16]([O:17][C:18]3[N:40]([CH2:41][O:42][CH2:43][CH2:44][Si:45]([CH3:48])([CH3:47])[CH3:46])[C:21]4=[N:22][C:23]([C:27]5[CH:32]=[CH:31][C:30]([C@H:33]6[CH2:38][CH2:37][C@H:36]([OH:39])[CH2:35][CH2:34]6)=[CH:29][CH:28]=5)=[C:24]([Cl:26])[CH:25]=[C:20]4[N:19]=3)[C@H:12]2[O:11][CH2:10]1)([C:4]([CH3:7])([CH3:6])[CH3:5])([CH3:3])[CH3:2].[N:49]1([C:54](Cl)=[O:55])[CH2:53][CH2:52][CH2:51][CH2:50]1, predict the reaction product. The product is: [N:49]1([C:54]([O:39][C@H:36]2[CH2:37][CH2:38][C@H:33]([C:30]3[CH:31]=[CH:32][C:27]([C:23]4[N:22]=[C:21]5[N:40]([CH2:41][O:42][CH2:43][CH2:44][Si:45]([CH3:48])([CH3:47])[CH3:46])[C:18]([O:17][C@@H:16]6[CH2:15][O:14][C@@H:13]7[C@H:9]([O:8][Si:1]([C:4]([CH3:6])([CH3:7])[CH3:5])([CH3:3])[CH3:2])[CH2:10][O:11][C@H:12]67)=[N:19][C:20]5=[CH:25][C:24]=4[Cl:26])=[CH:28][CH:29]=3)[CH2:34][CH2:35]2)=[O:55])[CH2:53][CH2:52][CH2:51][CH2:50]1. (5) Given the reactants C[O-].[Na+].[OH:4][C:5]1[CH:6]=[C:7]2[C:12](=[CH:13][CH:14]=1)[C:11]([C:15]([OH:17])=[O:16])=[N:10][CH:9]=[CH:8]2.[Cl:18][C:19]1[CH:24]=[C:23](Cl)[N:22]=[CH:21][N:20]=1, predict the reaction product. The product is: [Cl:18][C:19]1[N:20]=[CH:21][N:22]=[C:23]([O:4][C:5]2[CH:6]=[C:7]3[C:12](=[CH:13][CH:14]=2)[C:11]([C:15]([OH:17])=[O:16])=[N:10][CH:9]=[CH:8]3)[CH:24]=1. (6) Given the reactants [CH3:1][O:2][C:3]1[CH:4]=[C:5]([N:9]2[C:18]3[C:13](=[CH:14][C:15]([F:32])=[C:16]([N:19]4[CH2:23][CH2:22][CH:21]([NH:24][C:25]([O:27][C:28]([CH3:31])([CH3:30])[CH3:29])=[O:26])[CH2:20]4)[CH:17]=3)[C:12](=[O:33])[N:11]([O:34]CC3C=CC=CC=3)[C:10]2=[O:42])[CH:6]=[CH:7][CH:8]=1, predict the reaction product. The product is: [CH3:1][O:2][C:3]1[CH:4]=[C:5]([N:9]2[C:18]3[C:13](=[CH:14][C:15]([F:32])=[C:16]([N:19]4[CH2:23][CH2:22][CH:21]([NH:24][C:25]([O:27][C:28]([CH3:31])([CH3:29])[CH3:30])=[O:26])[CH2:20]4)[CH:17]=3)[C:12](=[O:33])[N:11]([OH:34])[C:10]2=[O:42])[CH:6]=[CH:7][CH:8]=1. (7) Given the reactants [NH2:1][C:2]1([CH3:20])[CH2:8][CH2:7][CH2:6][N:5]([S:9]([C:12]2[CH:19]=[CH:18][CH:17]=[CH:16][C:13]=2[C:14]#[N:15])(=[O:11])=[O:10])[CH2:4][CH2:3]1.C(Cl)CCl.C1C=CC2N(O)N=NC=2C=1.[C:35]([NH:42][C@H:43]([C:48](O)=[O:49])[CH2:44][CH:45]([CH3:47])[CH3:46])([O:37][C:38]([CH3:41])([CH3:40])[CH3:39])=[O:36].CCN(C(C)C)C(C)C, predict the reaction product. The product is: [C:14]([C:13]1[CH:16]=[CH:17][CH:18]=[CH:19][C:12]=1[S:9]([N:5]1[CH2:6][CH2:7][CH2:8][C:2]([NH:1][C:48]([C@@H:43]([NH:42][C:35](=[O:36])[O:37][C:38]([CH3:39])([CH3:41])[CH3:40])[CH2:44][CH:45]([CH3:47])[CH3:46])=[O:49])([CH3:20])[CH2:3][CH2:4]1)(=[O:11])=[O:10])#[N:15]. (8) Given the reactants [OH:1][CH:2]([C:32]1[CH:37]=[CH:36][C:35]([OH:38])=[CH:34][CH:33]=1)[CH:3]([NH:18][C:19]([C:21]1[CH:22]=[CH:23][CH:24]=[C:25]2[CH2:31][CH2:30][CH2:29][CH:28]=[CH:27][C:26]=12)=[O:20])[CH2:4][C:5]1[CH:10]=[CH:9][CH:8]=[C:7]([O:11][C:12]([F:17])([F:16])[CH:13]([F:15])[F:14])[CH:6]=1.C(=O)([O-])[O-].[K+].[K+].[O:45]([CH2:52][CH2:53][CH2:54]Br)[C:46]1[CH:51]=[CH:50][CH:49]=[CH:48][CH:47]=1, predict the reaction product. The product is: [OH:1][CH:2]([C:32]1[CH:37]=[CH:36][C:35]([O:38][CH2:54][CH2:53][CH2:52][O:45][C:46]2[CH:51]=[CH:50][CH:49]=[CH:48][CH:47]=2)=[CH:34][CH:33]=1)[CH:3]([NH:18][C:19]([C:21]1[CH:22]=[CH:23][CH:24]=[C:25]2[CH2:31][CH2:30][CH2:29][CH:28]=[CH:27][C:26]=12)=[O:20])[CH2:4][C:5]1[CH:10]=[CH:9][CH:8]=[C:7]([O:11][C:12]([F:16])([F:17])[CH:13]([F:15])[F:14])[CH:6]=1. (9) Given the reactants [NH2:1][C:2]1[CH:3]=[C:4]([CH:8]=[C:9]([N+:11]([O-:13])=[O:12])[CH:10]=1)[C:5]([OH:7])=[O:6].S(Cl)(Cl)=O.[CH3:18]O, predict the reaction product. The product is: [NH2:1][C:2]1[CH:3]=[C:4]([CH:8]=[C:9]([N+:11]([O-:13])=[O:12])[CH:10]=1)[C:5]([O:7][CH3:18])=[O:6].